This data is from Full USPTO retrosynthesis dataset with 1.9M reactions from patents (1976-2016). The task is: Predict the reactants needed to synthesize the given product. (1) Given the product [CH2:27]([N:12]([CH2:11][C:4]1[CH:5]=[CH:6][C:7]([O:9][CH3:10])=[CH:8][C:3]=1[O:2][CH3:1])[S:14]([C:17]1[CH:26]=[CH:25][C:20]([C:21]([OH:23])=[O:22])=[CH:19][CH:18]=1)(=[O:16])=[O:15])[C:28]1[CH:33]=[CH:32][CH:31]=[CH:30][CH:29]=1, predict the reactants needed to synthesize it. The reactants are: [CH3:1][O:2][C:3]1[CH:8]=[C:7]([O:9][CH3:10])[CH:6]=[CH:5][C:4]=1[CH2:11][NH2:12].Cl[S:14]([C:17]1[CH:26]=[CH:25][C:20]([C:21]([O:23]C)=[O:22])=[CH:19][CH:18]=1)(=[O:16])=[O:15].[CH2:27](Br)[C:28]1[CH:33]=[CH:32][CH:31]=[CH:30][CH:29]=1. (2) Given the product [CH2:12]([NH:15][CH:8]1[CH2:9][CH2:10][C:5]2([O:4][CH2:3][CH2:2][O:1]2)[CH2:6][CH2:7]1)[CH2:13][CH3:14], predict the reactants needed to synthesize it. The reactants are: [O:1]1[C:5]2([CH2:10][CH2:9][C:8](=O)[CH2:7][CH2:6]2)[O:4][CH2:3][CH2:2]1.[CH2:12]([NH2:15])[CH2:13][CH3:14].C(O[BH-](OC(=O)C)OC(=O)C)(=O)C.[Na+]. (3) Given the product [Cl:20][C:21]1[CH:26]=[CH:25][C:24]([C:2]2[C:7]([O:19][CH2:18][C:15]3[CH:16]=[CH:17][N:12]=[CH:13][CH:14]=3)=[N:6][CH:5]=[C:4]([CH:3]=2)[C:9]([NH:30][CH2:31][C@@:32]([CH:34]2[CH2:36][CH2:35]2)([OH:33])[CH3:37])=[O:11])=[CH:23][CH:22]=1, predict the reactants needed to synthesize it. The reactants are: Br[C:2]1[CH:3]=[C:4]([C:9]([OH:11])=O)[CH:5]=[N:6][C:7]=1Cl.[N:12]1[CH:17]=[CH:16][C:15]([CH2:18][OH:19])=[CH:14][CH:13]=1.[Cl:20][C:21]1[CH:26]=[CH:25][C:24](B(O)O)=[CH:23][CH:22]=1.[NH2:30][CH2:31][C@@:32]([CH3:37])([CH:34]1[CH2:36][CH2:35]1)[OH:33]. (4) Given the product [Cl:58][C:37]1[CH:36]=[C:35]([NH:67][C:61]2[CH:62]=[C:63]([F:66])[CH:64]=[CH:65][C:60]=2[F:59])[CH:40]=[CH:39][C:38]=1[C:41]([C:43]1[CH:48]=[C:47]([N:49]2[CH:53]=[C:52]([CH2:54][CH2:55][OH:56])[N:51]=[N:50]2)[CH:46]=[CH:45][C:44]=1[CH3:57])=[O:42], predict the reactants needed to synthesize it. The reactants are: FC1C=C(F)C=CC=1NC1C=CC(C(C2C=C(N3C=C(CCO)N=N3)C=CC=2C)=O)=C(C)C=1.Br[C:35]1[CH:40]=[CH:39][C:38]([C:41]([C:43]2[CH:48]=[C:47]([N:49]3[CH:53]=[C:52]([CH2:54][CH2:55][OH:56])[N:51]=[N:50]3)[CH:46]=[CH:45][C:44]=2[CH3:57])=[O:42])=[C:37]([Cl:58])[CH:36]=1.[F:59][C:60]1[CH:65]=[CH:64][C:63]([F:66])=[CH:62][C:61]=1[NH2:67]. (5) Given the product [CH2:26]([S:21]([C:18]1[CH:19]=[CH:20][C:15]([F:14])=[CH:16][CH:17]=1)(=[O:23])=[O:22])[CH3:27], predict the reactants needed to synthesize it. The reactants are: P([O-])([O-])(O)=O.[Na+].[Na+].S([O-])([O-])=O.[Na+].[Na+].[F:14][C:15]1[CH:20]=[CH:19][C:18]([S:21](Cl)(=[O:23])=[O:22])=[CH:17][CH:16]=1.Br[CH2:26][CH3:27]. (6) Given the product [CH3:20][S:21]([O:24][C:25]1[CH:26]=[C:27]([B:37]2[O:38][C:39]([CH3:41])([CH3:40])[C:35]([CH3:51])([CH3:34])[O:36]2)[CH:28]=[C:29]([O:31][CH3:32])[CH:30]=1)(=[O:23])=[O:22], predict the reactants needed to synthesize it. The reactants are: C1(P(C2CCCCC2)C2CCCCC2)CCCCC1.[CH3:20][S:21]([O:24][C:25]1[CH:30]=[C:29]([O:31][CH3:32])[CH:28]=[C:27](Cl)[CH:26]=1)(=[O:23])=[O:22].[CH3:34][C:35]1([CH3:51])[C:39]([CH3:41])([CH3:40])[O:38][B:37]([B:37]2[O:38][C:39]([CH3:41])([CH3:40])[C:35]([CH3:51])([CH3:34])[O:36]2)[O:36]1.C([O-])(=O)C.[K+]. (7) Given the product [F:14][C:15]1[CH:45]=[CH:44][C:18]([CH2:19][C:20]2([CH2:33][N:34]([C@@H:35]3[CH2:37][C@H:36]3[C:38]3[CH:39]=[CH:40][CH:41]=[CH:42][CH:43]=3)[C:6](=[O:11])[C:7]([F:8])([F:9])[F:10])[CH2:21][CH2:22][N:23]([C:26]([O:28][C:29]([CH3:32])([CH3:30])[CH3:31])=[O:27])[CH2:24][CH2:25]2)=[CH:17][CH:16]=1, predict the reactants needed to synthesize it. The reactants are: [F:8][C:7]([F:10])([F:9])[C:6](O[C:6](=[O:11])[C:7]([F:10])([F:9])[F:8])=[O:11].[F:14][C:15]1[CH:45]=[CH:44][C:18]([CH2:19][C:20]2([CH2:33][NH:34][C@@H:35]3[CH2:37][C@H:36]3[C:38]3[CH:43]=[CH:42][CH:41]=[CH:40][CH:39]=3)[CH2:25][CH2:24][N:23]([C:26]([O:28][C:29]([CH3:32])([CH3:31])[CH3:30])=[O:27])[CH2:22][CH2:21]2)=[CH:17][CH:16]=1.C(N(CC)C(C)C)(C)C.